This data is from Forward reaction prediction with 1.9M reactions from USPTO patents (1976-2016). The task is: Predict the product of the given reaction. (1) Given the reactants [F:1][C:2]1[CH:7]=[CH:6][C:5]([CH:8]([CH3:13])[CH2:9][C:10](O)=[O:11])=[CH:4][CH:3]=1.S(Cl)([Cl:16])=O, predict the reaction product. The product is: [F:1][C:2]1[CH:7]=[CH:6][C:5]([CH:8]([CH3:13])[CH2:9][C:10]([Cl:16])=[O:11])=[CH:4][CH:3]=1. (2) Given the reactants CC(C)([O-])C.[K+].C1(C)C(S([CH2:16][N+:17]#[C-])(=O)=O)=CC=CC=1.[CH2:20]([O:27][C:28]1[N:35]=[CH:34][CH:33]=[CH:32][C:29]=1[CH:30]=O)[C:21]1[CH:26]=[CH:25][CH:24]=[CH:23][CH:22]=1.CO, predict the reaction product. The product is: [CH2:20]([O:27][C:28]1[C:29]([CH2:30][C:16]#[N:17])=[CH:32][CH:33]=[CH:34][N:35]=1)[C:21]1[CH:26]=[CH:25][CH:24]=[CH:23][CH:22]=1. (3) Given the reactants [N-:1]=[N+:2]=[N-:3].[Na+].CC1C=CC(S(O[C@H:16]2[CH2:20][CH2:19][N:18]([C:21]([C:23]3[CH:31]=[C:30]4[C:26]([C:27]([S:45]([CH3:47])=[O:46])=[CH:28][N:29]4[C:32]4[N:37]=[CH:36][C:35]([C:38]5[CH:43]=[CH:42][CH:41]=[CH:40][C:39]=5[F:44])=[CH:34][N:33]=4)=[CH:25][CH:24]=3)=[O:22])[CH2:17]2)(=O)=O)=CC=1, predict the reaction product. The product is: [N:1]([C@@H:20]1[CH2:16][CH2:17][N:18]([C:21]([C:23]2[CH:31]=[C:30]3[C:26]([C:27]([S:45]([CH3:47])=[O:46])=[CH:28][N:29]3[C:32]3[N:37]=[CH:36][C:35]([C:38]4[CH:43]=[CH:42][CH:41]=[CH:40][C:39]=4[F:44])=[CH:34][N:33]=3)=[CH:25][CH:24]=2)=[O:22])[CH2:19]1)=[N+:2]=[N-:3]. (4) Given the reactants [F:1][C:2]1[CH:3]=[C:4]([C:8]2[C@:9]3([CH2:25][CH2:24][C@H:23]4[C@@H:14]([CH2:15][CH2:16][C:17]5[CH:18]=[C:19]([C:26](O)=[O:27])[CH:20]=[CH:21][C:22]=54)[C@@H:11]3[CH2:12][CH:13]=2)[CH3:10])[CH:5]=[N:6][CH:7]=1.[NH:29]1[C:33]([CH2:34][CH2:35][NH2:36])=[N:32][N:31]=[N:30]1, predict the reaction product. The product is: [F:1][C:2]1[CH:3]=[C:4]([C:8]2[C@:9]3([CH2:25][CH2:24][C@H:23]4[C@@H:14]([CH2:15][CH2:16][C:17]5[CH:18]=[C:19]([C:26]([NH:36][CH2:35][CH2:34][C:33]6[NH:32][N:31]=[N:30][N:29]=6)=[O:27])[CH:20]=[CH:21][C:22]=54)[C@@H:11]3[CH2:12][CH:13]=2)[CH3:10])[CH:5]=[N:6][CH:7]=1. (5) Given the reactants [P:1]([O:39][CH2:40][CH2:41][O:42][CH2:43][CH2:44][O:45][CH3:46])([O:8][C:9]([C:12]1[N:17]=[CH:16][C:15]([C:18]2[C:32]([F:33])=[C:31]([C@H:34]3[CH2:38][CH2:37][CH2:36][O:35]3)[C:21]3[NH:22][C:23]([NH:25][C:26]([NH:28][CH2:29][CH3:30])=[O:27])=[N:24][C:20]=3[CH:19]=2)=[CH:14][N:13]=1)([CH3:11])[CH3:10])([O:3]CCC#[N:7])=[O:2].[OH-].[NH4+], predict the reaction product. The product is: [P:1]([O-:3])([O:39][CH2:40][CH2:41][O:42][CH2:43][CH2:44][O:45][CH3:46])([O:8][C:9]([C:12]1[N:13]=[CH:14][C:15]([C:18]2[C:32]([F:33])=[C:31]([C@H:34]3[CH2:38][CH2:37][CH2:36][O:35]3)[C:21]3[NH:22][C:23]([NH:25][C:26]([NH:28][CH2:29][CH3:30])=[O:27])=[N:24][C:20]=3[CH:19]=2)=[CH:16][N:17]=1)([CH3:10])[CH3:11])=[O:2].[NH4+:7]. (6) Given the reactants [CH3:1][C:2]1[C:7](C)=[N:6][CH:5]=[CH:4][N:3]=1.[Cl:9]N1C(=O)CCC1=O.C(OOC(=O)C1C=CC=CC=1)(=O)C1C=CC=CC=1.N1C=CN=CC=1.[C:41]([Cl:45])(Cl)(Cl)Cl, predict the reaction product. The product is: [Cl:9][CH2:1][C:2]1[C:7]([CH2:41][Cl:45])=[N:6][CH:5]=[CH:4][N:3]=1.